From a dataset of Forward reaction prediction with 1.9M reactions from USPTO patents (1976-2016). Predict the product of the given reaction. (1) Given the reactants [OH:1][B:2]1[C:6]2[C:7]([CH2:11][CH2:12][C:13]#[N:14])=[CH:8][CH:9]=[CH:10][C:5]=2[CH2:4][O:3]1.[N-:15]=[N+:16]=[N-:17].[Na+].[NH4+].[Cl-], predict the reaction product. The product is: [NH:15]1[C:13]([CH2:12][CH2:11][C:7]2[C:6]3[B:2]([OH:1])[O:3][CH2:4][C:5]=3[CH:10]=[CH:9][CH:8]=2)=[N:14][N:17]=[N:16]1. (2) Given the reactants [Br:1][C:2]1[CH:10]=[CH:9][C:5]([C:6]([OH:8])=[O:7])=[C:4]([CH3:11])[CH:3]=1.S(=O)(=O)(O)O.[CH2:17](O)[CH3:18], predict the reaction product. The product is: [Br:1][C:2]1[CH:10]=[CH:9][C:5]([C:6]([O:8][CH2:17][CH3:18])=[O:7])=[C:4]([CH3:11])[CH:3]=1. (3) Given the reactants [C:1]([C:5]1[CH:10]=[CH:9][C:8]([NH:11][C:12]([C:14]2[CH:23]=[CH:22][C:17]([C:18]([O:20]C)=[O:19])=[CH:16][CH:15]=2)=[O:13])=[CH:7][CH:6]=1)([CH3:4])([CH3:3])[CH3:2].[Li+].[OH-], predict the reaction product. The product is: [C:1]([C:5]1[CH:6]=[CH:7][C:8]([NH:11][C:12]([C:14]2[CH:15]=[CH:16][C:17]([C:18]([OH:20])=[O:19])=[CH:22][CH:23]=2)=[O:13])=[CH:9][CH:10]=1)([CH3:4])([CH3:2])[CH3:3]. (4) Given the reactants [Li+].CC([N-]C(C)C)C.[Cl:9][C:10]1[N:15]=[C:14]([Cl:16])[CH:13]=[C:12]([CH3:17])[N:11]=1.[CH3:18][C:19]([CH3:23])=[CH:20][CH2:21]Br.O, predict the reaction product. The product is: [Cl:9][C:10]1[N:15]=[C:14]([Cl:16])[CH:13]=[C:12]([CH2:17][CH2:21][CH:20]=[C:19]([CH3:23])[CH3:18])[N:11]=1.